Task: Predict the reactants needed to synthesize the given product.. Dataset: Full USPTO retrosynthesis dataset with 1.9M reactions from patents (1976-2016) (1) Given the product [C:25]([O:29][C:30]([NH:32][C:33]1([C:48]([NH:60][C@H:61]([C:67]2[CH:68]=[CH:69][C:70]([Cl:73])=[CH:71][CH:72]=2)[CH2:62][C:63]([O:65][CH3:66])=[O:64])=[O:49])[CH2:38][CH2:37][N:36]([C:39]2[C:40]3[CH:47]=[CH:46][NH:45][C:41]=3[N:42]=[CH:43][N:44]=2)[CH2:35][CH2:34]1)=[O:31])([CH3:26])([CH3:28])[CH3:27], predict the reactants needed to synthesize it. The reactants are: F[P-](F)(F)(F)(F)F.N1(OC(N(C)C)=[N+](C)C)C2N=CC=CC=2N=N1.[C:25]([O:29][C:30]([NH:32][C:33]1([C:48](O)=[O:49])[CH2:38][CH2:37][N:36]([C:39]2[C:40]3[CH:47]=[CH:46][NH:45][C:41]=3[N:42]=[CH:43][N:44]=2)[CH2:35][CH2:34]1)=[O:31])([CH3:28])([CH3:27])[CH3:26].C(N(CC)C(C)C)(C)C.[NH2:60][C@H:61]([C:67]1[CH:72]=[CH:71][C:70]([Cl:73])=[CH:69][CH:68]=1)[CH2:62][C:63]([O:65][CH3:66])=[O:64]. (2) Given the product [Cl:11][C:6]1[N:5]=[CH:4][N:3]=[C:2]([NH:23][C:22]2[CH:24]=[CH:25][C:19]([C:18]([F:17])([F:26])[F:27])=[CH:20][CH:21]=2)[C:7]=1[N+:8]([O-:10])=[O:9], predict the reactants needed to synthesize it. The reactants are: Cl[C:2]1[C:7]([N+:8]([O-:10])=[O:9])=[C:6]([Cl:11])[N:5]=[CH:4][N:3]=1.C(=O)([O-])O.[Na+].[F:17][C:18]([F:27])([F:26])[C:19]1[CH:25]=[CH:24][C:22]([NH2:23])=[CH:21][CH:20]=1. (3) The reactants are: C(=O)([O-])[O-].[K+].[K+].Cl[C:8]1[N:13]=[CH:12][C:11]([Br:14])=[CH:10][N:9]=1.[NH:15]1[CH2:20][CH2:19][O:18][CH2:17][CH2:16]1. Given the product [Br:14][C:11]1[CH:10]=[N:9][C:8]([N:15]2[CH2:20][CH2:19][O:18][CH2:17][CH2:16]2)=[N:13][CH:12]=1, predict the reactants needed to synthesize it. (4) Given the product [F:8][C:6]1[CH:5]=[C:4]([C:9]2([CH2:24][NH2:25])[CH2:14][CH2:13][N:12]([C:15]3[C:16]4[CH:23]=[CH:22][NH:21][C:17]=4[N:18]=[CH:19][N:20]=3)[CH2:11][CH2:10]2)[CH:3]=[C:2]([C:31]2[CH:30]=[N:29][CH:28]=[C:27]([F:26])[CH:32]=2)[CH:7]=1, predict the reactants needed to synthesize it. The reactants are: Br[C:2]1[CH:3]=[C:4]([C:9]2([CH2:24][NH2:25])[CH2:14][CH2:13][N:12]([C:15]3[C:16]4[CH:23]=[CH:22][NH:21][C:17]=4[N:18]=[CH:19][N:20]=3)[CH2:11][CH2:10]2)[CH:5]=[C:6]([F:8])[CH:7]=1.[F:26][C:27]1[CH:28]=[N:29][CH:30]=[C:31](B2OC(C)(C)C(C)(C)O2)[CH:32]=1.[O-]P([O-])([O-])=O.[K+].[K+].[K+].C(O)C.